Task: Predict the reaction yield, written as a fraction of the theoretical maximum amount of product (1.0 means a 100% yield; for example, 0.34 means a 34% yield).. Dataset: Reaction yield outcomes from USPTO patents with 853,638 reactions (1) The reactants are [NH:1]1[CH2:6][CH2:5][NH:4][CH2:3][CH2:2]1.C(N(CC)CC)C.[C:14]([C:18]1[N:36]=[C:21]2[C:22]([C:34]#[N:35])=[C:23]([CH3:33])[C:24]([C:27]3[CH:32]=[CH:31][CH:30]=[CH:29][CH:28]=3)=[C:25](Cl)[N:20]2[N:19]=1)([CH3:17])([CH3:16])[CH3:15]. The catalyst is CN(C)C=O. The product is [C:14]([C:18]1[N:36]=[C:21]2[C:22]([C:34]#[N:35])=[C:23]([CH3:33])[C:24]([C:27]3[CH:28]=[CH:29][CH:30]=[CH:31][CH:32]=3)=[C:25]([N:1]3[CH2:6][CH2:5][NH:4][CH2:3][CH2:2]3)[N:20]2[N:19]=1)([CH3:17])([CH3:15])[CH3:16]. The yield is 0.940. (2) The reactants are [F:1][C:2]1[CH:3]=[CH:4][C:5]([OH:18])=[C:6]2[C:11]=1[NH:10][C:9](=[O:12])[NH:8][C:7]12[CH2:17][CH2:16][CH2:15][CH2:14][CH2:13]1.[Cl:19][C:20]1[C:21](F)=[C:22]([CH:25]=[CH:26][CH:27]=1)[C:23]#[N:24]. No catalyst specified. The product is [Cl:19][C:20]1[C:21]([O:18][C:5]2[CH:4]=[CH:3][C:2]([F:1])=[C:11]3[C:6]=2[C:7]2([CH2:17][CH2:16][CH2:15][CH2:14][CH2:13]2)[NH:8][C:9](=[O:12])[NH:10]3)=[C:22]([CH:25]=[CH:26][CH:27]=1)[C:23]#[N:24]. The yield is 0.970. (3) The reactants are Cl[C:2]1[CH:7]=[CH:6][N:5]=[C:4]([N:8]2[CH2:13][CH2:12][N:11]([C:14]([O:16][C:17]([CH3:20])([CH3:19])[CH3:18])=[O:15])[CH2:10][CH2:9]2)[N:3]=1.[C:21]1(B(O)O)[CH:26]=[CH:25][CH:24]=[CH:23][CH:22]=1.P([O-])([O-])([O-])=O.[K+].[K+].[K+]. The catalyst is C1(C)C=CC=CC=1.CCOC(C)=O.C1C=CC(/C=C/C(/C=C/C2C=CC=CC=2)=O)=CC=1.C1C=CC(/C=C/C(/C=C/C2C=CC=CC=2)=O)=CC=1.C1C=CC(/C=C/C(/C=C/C2C=CC=CC=2)=O)=CC=1.[Pd].[Pd].C1(P(C2C=CC=CC=2)C2C3OC4C(=CC=CC=4P(C4C=CC=CC=4)C4C=CC=CC=4)C(C)(C)C=3C=CC=2)C=CC=CC=1. The product is [C:21]1([C:2]2[CH:7]=[CH:6][N:5]=[C:4]([N:8]3[CH2:13][CH2:12][N:11]([C:14]([O:16][C:17]([CH3:20])([CH3:19])[CH3:18])=[O:15])[CH2:10][CH2:9]3)[N:3]=2)[CH:26]=[CH:25][CH:24]=[CH:23][CH:22]=1. The yield is 0.730. (4) The yield is 0.840. The reactants are [CH3:1][O:2][C:3]1[CH:4]=[C:5]([C:11]2[C:19]3[C:14](=[CH:15][CH:16]=[C:17]([C:20]#[N:21])[CH:18]=3)[NH:13][N:12]=2)[CH:6]=[CH:7][C:8]=1[O:9][CH3:10].[OH-:22].[Na+].OO.Cl. The product is [CH3:1][O:2][C:3]1[CH:4]=[C:5]([C:11]2[C:19]3[C:14](=[CH:15][CH:16]=[C:17]([C:20]([NH2:21])=[O:22])[CH:18]=3)[NH:13][N:12]=2)[CH:6]=[CH:7][C:8]=1[O:9][CH3:10]. The catalyst is C(O)C.O. (5) The reactants are [Cl:1][C:2]1[CH:3]=[CH:4][C:5]([OH:11])=[C:6]([CH:10]=1)[C:7]([OH:9])=O.Cl.[CH3:13][O:14][C:15](=[O:26])[CH:16]([NH2:25])[CH2:17][C:18]1[CH:23]=[CH:22][C:21]([Br:24])=[CH:20][CH:19]=1.CN(C(ON1N=NC2C=CC=CC1=2)=[N+](C)C)C.F[P-](F)(F)(F)(F)F.C(N(C(C)C)CC)(C)C. No catalyst specified. The product is [CH3:13][O:14][C:15](=[O:26])[C@@H:16]([NH:25][C:7](=[O:9])[C:6]1[CH:10]=[C:2]([Cl:1])[CH:3]=[CH:4][C:5]=1[OH:11])[CH2:17][C:18]1[CH:23]=[CH:22][C:21]([Br:24])=[CH:20][CH:19]=1. The yield is 0.500. (6) The reactants are S(O[CH2:12][CH2:13][O:14][CH2:15][CH2:16][O:17][CH2:18][CH2:19][O:20][CH2:21][CH2:22][C:23]([O:25][CH3:26])=[O:24])(C1C=CC(C)=CC=1)(=O)=O.[NH2:27][C:28]1[CH:29]=[C:30]([CH2:36][OH:37])[CH:31]=[C:32]([CH2:34][OH:35])[CH:33]=1.C(=O)([O-])[O-].[K+].[K+]. The catalyst is CN(C=O)C. The product is [OH:35][CH2:34][C:32]1[CH:33]=[C:28]([NH:27][CH2:12][CH2:13][O:14][CH2:15][CH2:16][O:17][CH2:18][CH2:19][O:20][CH2:21][CH2:22][C:23]([O:25][CH3:26])=[O:24])[CH:29]=[C:30]([CH2:36][OH:37])[CH:31]=1. The yield is 0.250.